Dataset: Catalyst prediction with 721,799 reactions and 888 catalyst types from USPTO. Task: Predict which catalyst facilitates the given reaction. (1) Reactant: [Cl:1][C:2]1[CH:3]=[C:4]2[C:9](=[CH:10][C:11]=1[O:12][C:13]1[CH:18]=[CH:17][C:16]([C:19](=[O:32])[NH:20][CH2:21][CH2:22]/[CH:23]=[CH:24]\[C:25]3[CH:30]=[CH:29][CH:28]=[CH:27][C:26]=3[Cl:31])=[CH:15][CH:14]=1)[O:8][CH2:7][CH2:6][CH:5]2[C:33]([O-:35])=[O:34].[Na+:36].[H][H]. Product: [Cl:1][C:2]1[CH:3]=[C:4]2[C:9](=[CH:10][C:11]=1[O:12][C:13]1[CH:14]=[CH:15][C:16]([C:19](=[O:32])[NH:20][CH2:21][CH2:22][CH2:23][CH2:24][C:25]3[CH:30]=[CH:29][CH:28]=[CH:27][C:26]=3[Cl:31])=[CH:17][CH:18]=1)[O:8][CH2:7][CH2:6][CH:5]2[C:33]([O-:35])=[O:34].[Na+:36]. The catalyst class is: 603. (2) Reactant: [CH2:1]([O:3][C:4]([N:6]1[C:15]2[C:10](=[N:11][C:12]([C:16]#[N:17])=[CH:13][CH:14]=2)[C@@H:9]([NH:18][C:19]2[N:24]=[C:23]([CH2:25][C:26]3[CH:31]=[C:30]([C:32]([F:35])([F:34])[F:33])[CH:29]=[C:28]([C:36]([F:39])([F:38])[F:37])[CH:27]=3)[C:22]([N:40]3[CH2:45][CH2:44][O:43][CH2:42][CH2:41]3)=[CH:21][N:20]=2)[CH2:8][C@H:7]1[CH2:46][CH3:47])=[O:5])[CH3:2]. Product: [CH2:1]([O:3][C:4]([N:6]1[C:15]2[C:10](=[N:11][C:12]([CH2:16][NH2:17])=[CH:13][CH:14]=2)[C@@H:9]([NH:18][C:19]2[N:24]=[C:23]([CH2:25][C:26]3[CH:31]=[C:30]([C:32]([F:34])([F:33])[F:35])[CH:29]=[C:28]([C:36]([F:39])([F:37])[F:38])[CH:27]=3)[C:22]([N:40]3[CH2:41][CH2:42][O:43][CH2:44][CH2:45]3)=[CH:21][N:20]=2)[CH2:8][C@H:7]1[CH2:46][CH3:47])=[O:5])[CH3:2]. The catalyst class is: 171. (3) Reactant: [Cl:1][C:2]1[N:7]=[CH:6][C:5]2[CH:8]=[N:9][NH:10][C:4]=2[CH:3]=1.N1C=CC=CC=1.[F:17][C:18]1[CH:23]=[CH:22][C:21]([S:24](Cl)(=[O:26])=[O:25])=[CH:20][CH:19]=1. Product: [Cl:1][C:2]1[N:7]=[CH:6][C:5]2[CH:8]=[N:9][N:10]([S:24]([C:21]3[CH:22]=[CH:23][C:18]([F:17])=[CH:19][CH:20]=3)(=[O:26])=[O:25])[C:4]=2[CH:3]=1. The catalyst class is: 4. (4) Reactant: [F:1][C:2]1[C:8]([F:9])=[C:7]([F:10])[CH:6]=[CH:5][C:3]=1[NH2:4].[N:11]([O-])=O.[Na+].[Sn](Cl)Cl. Product: [F:1][C:2]1[C:8]([F:9])=[C:7]([F:10])[CH:6]=[CH:5][C:3]=1[NH:4][NH2:11]. The catalyst class is: 33. (5) Product: [C:43]1([C:61]2[CH:66]=[CH:65][CH:64]=[CH:63][CH:62]=2)[CH:44]=[CH:45][C:46]([NH:49][C:50](=[O:60])[CH2:51][C:52]([N:53]2[CH2:54][CH2:55][N:56]([C:25](=[O:27])[C:24]3[CH:23]=[CH:22][C:21]([F:20])=[CH:29][CH:28]=3)[CH2:57][CH2:58]2)=[O:59])=[CH:47][CH:48]=1. Reactant: C1C=CC2N(O)N=NC=2C=1.CCN(C(C)C)C(C)C.[F:20][C:21]1[CH:29]=[CH:28][C:24]([C:25]([OH:27])=O)=[CH:23][CH:22]=1.CCN=C=NCCCN(C)C.Cl.Cl.[C:43]1([C:61]2[CH:66]=[CH:65][CH:64]=[CH:63][CH:62]=2)[CH:48]=[CH:47][C:46]([NH:49][C:50](=[O:60])[CH2:51][C:52](=[O:59])[N:53]2[CH2:58][CH2:57][NH:56][CH2:55][CH2:54]2)=[CH:45][CH:44]=1. The catalyst class is: 18. (6) Reactant: Br[C:2]1[C:3]([O:25][CH3:26])=[C:4]([C:8]2[N:12]=[C:11]([C:13]3[CH:14]=[CH:15][C:16]([O:21][CH:22]([CH3:24])[CH3:23])=[C:17]([CH:20]=3)[C:18]#[N:19])[O:10][N:9]=2)[CH:5]=[CH:6][CH:7]=1.CC(P(C(C)(C)C)C(C)(C)C)(C)C.C([O-])([O-])=O.[Cs+].[Cs+].Br[Zn][CH2:48][CH2:49][C:50]([O:52][CH2:53][CH3:54])=[O:51]. Product: [C:18]([C:17]1[CH:20]=[C:13]([C:11]2[O:10][N:9]=[C:8]([C:4]3[C:3]([O:25][CH3:26])=[C:2]([CH2:48][CH2:49][C:50]([O:52][CH2:53][CH3:54])=[O:51])[CH:7]=[CH:6][CH:5]=3)[N:12]=2)[CH:14]=[CH:15][C:16]=1[O:21][CH:22]([CH3:24])[CH3:23])#[N:19]. The catalyst class is: 443.